From a dataset of Catalyst prediction with 721,799 reactions and 888 catalyst types from USPTO. Predict which catalyst facilitates the given reaction. (1) Reactant: C([O-])([O-])=O.[K+].[K+].Br[CH:8]([C:14]1[CH:19]=[CH:18][CH:17]=[CH:16][N:15]=1)[C:9]([O:11][CH2:12][CH3:13])=[O:10].[C:20]([O:24][C:25]([N:27]1[CH2:32][CH2:31][NH:30][CH2:29][CH2:28]1)=[O:26])([CH3:23])([CH3:22])[CH3:21]. Product: [CH2:12]([O:11][C:9](=[O:10])[CH:8]([N:30]1[CH2:29][CH2:28][N:27]([C:25]([O:24][C:20]([CH3:23])([CH3:22])[CH3:21])=[O:26])[CH2:32][CH2:31]1)[C:14]1[CH:19]=[CH:18][CH:17]=[CH:16][N:15]=1)[CH3:13]. The catalyst class is: 23. (2) Reactant: [NH2:1][C@H:2]([CH2:19][C:20]1[CH:25]=[C:24]([F:26])[C:23]([F:27])=[CH:22][C:21]=1[F:28])[CH2:3][C:4]([N:6]1[CH2:11][CH2:10][NH:9][C:8](=[O:12])[C@H:7]1[CH2:13][O:14][C:15]([CH3:18])([CH3:17])[CH3:16])=[O:5].[P:29](=[O:33])([OH:32])([OH:31])[OH:30]. Product: [P:29]([OH:33])([OH:32])([OH:31])=[O:30].[NH2:1][C@H:2]([CH2:19][C:20]1[CH:25]=[C:24]([F:26])[C:23]([F:27])=[CH:22][C:21]=1[F:28])[CH2:3][C:4]([N:6]1[CH2:11][CH2:10][NH:9][C:8](=[O:12])[C@H:7]1[CH2:13][O:14][C:15]([CH3:16])([CH3:17])[CH3:18])=[O:5]. The catalyst class is: 41. (3) Reactant: [Cl:1][C:2]1[CH:3]=[C:4]([CH2:27][CH:28]=O)[CH:5]=[CH:6][C:7]=1[C:8]1[N:12]=[C:11]([C:13]2[N:14]=[C:15]3[C:20]([Cl:21])=[CH:19][C:18]([C:22]([F:25])([F:24])[F:23])=[CH:17][N:16]3[CH:26]=2)[O:10][N:9]=1.[NH4+:30].[OH-].CC(O)=O.[C-:36]#[N:37].[Na+]. Product: [NH2:30][CH:28]([CH2:27][C:4]1[CH:5]=[CH:6][C:7]([C:8]2[N:12]=[C:11]([C:13]3[N:14]=[C:15]4[C:20]([Cl:21])=[CH:19][C:18]([C:22]([F:23])([F:24])[F:25])=[CH:17][N:16]4[CH:26]=3)[O:10][N:9]=2)=[C:2]([Cl:1])[CH:3]=1)[C:36]#[N:37]. The catalyst class is: 5. (4) Reactant: C(O)(C(F)(F)F)=O.[Cl:8][C:9]1[N:14]=[CH:13][C:12]([NH:15]C(=O)OC(C)(C)C)=[C:11]([C:23]([CH:25]2[CH2:27][CH2:26]2)=[O:24])[CH:10]=1. Product: [NH2:15][C:12]1[C:11]([C:23]([CH:25]2[CH2:26][CH2:27]2)=[O:24])=[CH:10][C:9]([Cl:8])=[N:14][CH:13]=1. The catalyst class is: 2. (5) Reactant: [C:1]([O-])(=[O:8])C1C=CC=CC=1.[CH3:10][O:11][C:12]([C:14]1[CH:15]=[CH:16][C:17]2[NH:18][C:19]3[C:24]([C:25]=2[CH:26]=1)=[CH:23][CH:22]=[CH:21][CH:20]=3)=[O:13]. Product: [CH3:1][O:8][C:21]1[CH:20]=[C:19]2[C:24]([C:25]3[CH:26]=[C:14]([C:12]([O:11][CH3:10])=[O:13])[CH:15]=[CH:16][C:17]=3[NH:18]2)=[CH:23][CH:22]=1. The catalyst class is: 167.